The task is: Predict which catalyst facilitates the given reaction.. This data is from Catalyst prediction with 721,799 reactions and 888 catalyst types from USPTO. (1) Reactant: [NH:1]1[CH2:11][CH2:10][CH:4]([C:5]([O:7][CH2:8][CH3:9])=[O:6])[CH2:3][CH2:2]1.C(=O)([O-])[O-].[K+].[K+].[CH2:18](Br)[C:19]1[CH:24]=[CH:23][CH:22]=[CH:21][CH:20]=1. Product: [CH2:18]([C:4]1([C:5]([O:7][CH2:8][CH3:9])=[O:6])[CH2:3][CH2:2][NH:1][CH2:11][CH2:10]1)[C:19]1[CH:24]=[CH:23][CH:22]=[CH:21][CH:20]=1. The catalyst class is: 35. (2) Reactant: [CH3:1][C:2]1[CH:3]=[C:4]2[C:9](=O)[NH:8][C:6](=O)[C:5]2=[CH:11][CH:12]=1.CO.Cl.[OH-].[Na+]. Product: [CH3:1][C:2]1[CH:3]=[C:4]2[C:5](=[CH:11][CH:12]=1)[CH2:6][NH:8][CH2:9]2. The catalyst class is: 7. (3) Product: [Br:14][CH2:13][C:1]1[CH:2]=[CH:3][C:4]([N:7]2[C:11](=[O:12])[CH:10]=[CH:9][S:8]2)=[CH:5][CH:6]=1. The catalyst class is: 340. Reactant: [C:1]1([CH3:13])[CH:6]=[CH:5][C:4]([N:7]2[C:11](=[O:12])[CH:10]=[CH:9][S:8]2)=[CH:3][CH:2]=1.[Br:14]N1C(=O)CCC1=O. (4) Reactant: [Cl:1][C:2]1[C:3]([CH2:14][S:15]([C:17]2[NH:27][C:20]3=[N:21][C:22]([O:25][CH3:26])=[CH:23][CH:24]=[C:19]3[N:18]=2)=[O:16])=[N:4][CH:5]=[CH:6][C:7]=1[N:8]1[CH2:13][CH2:12][O:11][CH2:10][CH2:9]1. Product: [Cl:1][C:2]1[C:3]([CH2:14][S@:15]([C:17]2[NH:27][C:20]3[N:21]=[C:22]([O:25][CH3:26])[CH:23]=[CH:24][C:19]=3[N:18]=2)=[O:16])=[N:4][CH:5]=[CH:6][C:7]=1[N:8]1[CH2:9][CH2:10][O:11][CH2:12][CH2:13]1. The catalyst class is: 10.